Dataset: Full USPTO retrosynthesis dataset with 1.9M reactions from patents (1976-2016). Task: Predict the reactants needed to synthesize the given product. (1) Given the product [O:29]=[C:26]1[CH:25]=[CH:24][C:23]2[CH2:22][CH2:21][C:20](=[O:31])[N:19]3[CH2:18][CH:2]([CH2:3][N:4]4[CH2:5][CH2:6][CH:7]([NH:10][C:11](=[O:17])[O:12][C:13]([CH3:14])([CH3:16])[CH3:15])[CH2:8][CH2:9]4)[N:27]1[C:28]=23, predict the reactants needed to synthesize it. The reactants are: O[CH:2]([CH2:18][N:19]1[C:28]2[C:23](=[CH:24][CH:25]=[C:26]([O:29]C)[N:27]=2)[CH2:22][CH2:21][C:20]1=[O:31])[CH2:3][N:4]1[CH2:9][CH2:8][CH:7]([NH:10][C:11](=[O:17])[O:12][C:13]([CH3:16])([CH3:15])[CH3:14])[CH2:6][CH2:5]1.C(N(CC)CC)C.CS(OS(C)(=O)=O)(=O)=O.[I-].[Na+]. (2) Given the product [F:30][C:31]([F:50])([F:49])[S:32]([O:1][C:2]1[CH:3]=[C:4]2[C:9](=[CH:10][CH:11]=1)[N:8]([C:12](=[O:14])[CH3:13])[CH:7]([CH3:15])[CH:6]([CH3:16])[CH:5]2[NH:17][C:18]1[CH:19]=[CH:20][CH:21]=[CH:22][CH:23]=1)(=[O:34])=[O:33], predict the reactants needed to synthesize it. The reactants are: [OH:1][C:2]1[CH:3]=[C:4]2[C:9](=[CH:10][CH:11]=1)[N:8]([C:12](=[O:14])[CH3:13])[C@@H:7]([CH3:15])[C@H:6]([CH3:16])[C@H:5]2[NH:17][C:18]1[CH:23]=[CH:22][CH:21]=[CH:20][CH:19]=1.CC(C)([O-])C.[Na+].[F:30][C:31]([F:50])([F:49])[S:32](N(C1C=CC=CC=1)[S:32]([C:31]([F:50])([F:49])[F:30])(=[O:34])=[O:33])(=[O:34])=[O:33]. (3) Given the product [NH2:11][CH:10]1[CH2:9][CH2:8][CH2:7][CH:3]([C:4]([OH:6])=[O:5])[CH:2]1[OH:1], predict the reactants needed to synthesize it. The reactants are: [OH:1][C:2]1[C:10]([N+:11]([O-])=O)=[CH:9][CH:8]=[CH:7][C:3]=1[C:4]([OH:6])=[O:5].Cl. (4) Given the product [CH:11]([O:10][C:4]1[CH:5]=[C:6]([C:8]#[N:9])[CH:7]=[C:2]([C:19]2[CH:20]=[CH:21][C:16]([C:15]([F:26])([F:25])[F:14])=[CH:17][CH:18]=2)[N:3]=1)([CH3:13])[CH3:12], predict the reactants needed to synthesize it. The reactants are: Cl[C:2]1[CH:7]=[C:6]([C:8]#[N:9])[CH:5]=[C:4]([O:10][CH:11]([CH3:13])[CH3:12])[N:3]=1.[F:14][C:15]([F:26])([F:25])[C:16]1[CH:21]=[CH:20][C:19](B(O)O)=[CH:18][CH:17]=1.C(=O)([O-])[O-].[Cs+].[Cs+].CC(C1C=C(C(C)C)C(C2C=CC=CC=2P(C2CCCCC2)C2CCCCC2)=C(C(C)C)C=1)C. (5) Given the product [CH2:15]([O:11]/[N:10]=[N+:9](\[N:4]1[CH2:3][CH2:8][CH:7]([CH2:22][OH:23])[CH2:6][CH2:5]1)/[O-:12])[CH2:16][CH2:17][CH3:18], predict the reactants needed to synthesize it. The reactants are: OC[C@@H:3]1[CH2:8][CH2:7][CH2:6][CH2:5][N:4]1/[N+:9](/[O-:12])=[N:10]/[O-:11].[Na+].Br[CH2:15][CH2:16][CH2:17][CH3:18].CN([CH:22]=[O:23])C.